From a dataset of Catalyst prediction with 721,799 reactions and 888 catalyst types from USPTO. Predict which catalyst facilitates the given reaction. Reactant: [CH3:1][O:2][C:3]1[CH:8]=[CH:7][C:6]([N:9]2[C:13]3[C:14](=O)[NH:15][CH2:16][CH2:17][C:12]=3[C:11]([C:19]([F:22])([F:21])[F:20])=[N:10]2)=[CH:5][CH:4]=1.[C:23]([O-:26])([O-])=O.[K+].[K+].N1[C:42]2[C:33](=[CH:34][CH:35]=[C:36]3[C:41]=2[N:40]=[CH:39][CH:38]=[CH:37]3)C=CC=1.CCO[C:46]([CH3:48])=[O:47].[CH3:49]S(C)=O. Product: [CH3:1][O:2][C:3]1[CH:4]=[CH:5][C:6]([N:9]2[C:13]3[C:23](=[O:26])[N:15]([C:14]4[CH:34]=[CH:35][C:36]([C:41]5([N:40]6[CH2:39][CH2:38][CH2:48][C:46]6=[O:47])[CH2:42][CH2:33]5)=[CH:37][CH:49]=4)[CH2:16][CH2:17][C:12]=3[C:11]([C:19]([F:20])([F:22])[F:21])=[N:10]2)=[CH:7][CH:8]=1. The catalyst class is: 205.